This data is from Reaction yield outcomes from USPTO patents with 853,638 reactions. The task is: Predict the reaction yield, written as a fraction of the theoretical maximum amount of product (1.0 means a 100% yield; for example, 0.34 means a 34% yield). The reactants are [C:1]([C:5]1[CH:10]=[CH:9][C:8]([S:11]([NH:14][C:15]2[CH:20]=[C:19]([OH:21])[C:18]([CH3:22])=[CH:17][C:16]=2C2(C3C=CC=CC=3)C3C(=CC=CC=3)NC2=O)(=[O:13])=[O:12])=[CH:7][CH:6]=1)([CH3:4])([CH3:3])[CH3:2].C(C1C=CC(S(Cl)(=O)=O)=CC=1)(C)(C)C.NC1C=CC(C)=C(O)C=1. The catalyst is ClCCl.N1C=CC=CC=1. The product is [C:1]([C:5]1[CH:10]=[CH:9][C:8]([S:11]([NH:14][C:15]2[CH:16]=[CH:17][C:18]([CH3:22])=[C:19]([OH:21])[CH:20]=2)(=[O:13])=[O:12])=[CH:7][CH:6]=1)([CH3:4])([CH3:3])[CH3:2]. The yield is 0.780.